This data is from Catalyst prediction with 721,799 reactions and 888 catalyst types from USPTO. The task is: Predict which catalyst facilitates the given reaction. (1) Reactant: ON1C2C=CC=CC=2N=N1.[CH3:11][CH:12]([NH2:23])[CH2:13][C:14]1[C:22]2[C:17](=[CH:18][CH:19]=[CH:20][CH:21]=2)[NH:16][CH:15]=1.CN1CCOCC1.C1(N=C=NC2CCCCC2)CCCCC1.[CH3:46][N:47]([CH3:65])[C:48]1([C:58]2[CH:63]=[CH:62][CH:61]=[C:60]([F:64])[CH:59]=2)[CH2:53][CH2:52][C:51](=[CH:54][C:55](O)=[O:56])[CH2:50][CH2:49]1.[OH-].[Na+]. Product: [CH3:65][N:47]([CH3:46])[C:48]1([C:58]2[CH:63]=[CH:62][CH:61]=[C:60]([F:64])[CH:59]=2)[CH2:53][CH2:52][C:51](=[CH:54][C:55]([NH:23][CH:12]([CH3:11])[CH2:13][C:14]2[C:22]3[C:17](=[CH:18][CH:19]=[CH:20][CH:21]=3)[NH:16][CH:15]=2)=[O:56])[CH2:50][CH2:49]1. The catalyst class is: 35. (2) Reactant: [C:1]([N:8]1[CH2:11][C:10](=[O:12])[CH2:9]1)([O:3][C:4]([CH3:7])([CH3:6])[CH3:5])=[O:2].[CH3:13][Mg+].[Br-].[NH4+].[Cl-]. Product: [C:4]([O:3][C:1]([N:8]1[CH2:11][C:10]([OH:12])([CH3:13])[CH2:9]1)=[O:2])([CH3:7])([CH3:6])[CH3:5]. The catalyst class is: 28. (3) Reactant: [O:1]1[C:5]2[CH:6]=[CH:7][CH:8]=[CH:9][C:4]=2[CH:3]=[C:2]1B(O)O.Br[C:14]1[CH:15]=[CH:16][C:17]([C:20]([NH2:22])=[O:21])=[N:18][CH:19]=1.C([O-])([O-])=O.[K+].[K+]. Product: [O:1]1[C:5]2[CH:6]=[CH:7][CH:8]=[CH:9][C:4]=2[CH:3]=[C:2]1[C:14]1[CH:15]=[CH:16][C:17]([C:20]([NH2:22])=[O:21])=[N:18][CH:19]=1. The catalyst class is: 151. (4) Product: [C:15]([C:17]([C:20]1[CH:21]=[C:22]([CH:26]=[CH:27][CH:28]=1)[C:23]([NH:1][C:2]1[CH:3]=[CH:4][C:5]([CH3:9])=[C:6]([OH:8])[CH:7]=1)=[O:24])([CH3:19])[CH3:18])#[N:16]. The catalyst class is: 30. Reactant: [NH2:1][C:2]1[CH:3]=[CH:4][C:5]([CH3:9])=[C:6]([OH:8])[CH:7]=1.C(=O)([O-])O.[Na+].[C:15]([C:17]([C:20]1[CH:21]=[C:22]([CH:26]=[CH:27][CH:28]=1)[C:23](Cl)=[O:24])([CH3:19])[CH3:18])#[N:16]. (5) Reactant: [CH3:1][C:2]1[C:10]2[C:5](=[N:6][CH:7]=[CH:8][CH:9]=2)[N:4]([C:11]([O:13][C:14]([CH3:17])([CH3:16])[CH3:15])=[O:12])[C:3]=1[C:18]([O:20][CH2:21][CH3:22])=[O:19]. Product: [CH3:1][CH:2]1[C:10]2[C:5](=[N:6][CH:7]=[CH:8][CH:9]=2)[N:4]([C:11]([O:13][C:14]([CH3:17])([CH3:15])[CH3:16])=[O:12])[CH:3]1[C:18]([O:20][CH2:21][CH3:22])=[O:19]. The catalyst class is: 256. (6) Reactant: [C:1]1([C@@H:7]2[N:13]([C:14](=[O:19])[C:15]([CH3:18])([CH3:17])[CH3:16])[CH2:12][C:11]3[CH:20]=[CH:21][C:22]([C:24](OC)=[O:25])=[CH:23][C:10]=3[O:9][CH2:8]2)[CH:6]=[CH:5][CH:4]=[CH:3][CH:2]=1.[NH2:28][OH:29].[OH-].[Na+]. Product: [OH:29][NH:28][C:24]([C:22]1[CH:21]=[CH:20][C:11]2[CH2:12][N:13]([C:14](=[O:19])[C:15]([CH3:18])([CH3:17])[CH3:16])[C@@H:7]([C:1]3[CH:6]=[CH:5][CH:4]=[CH:3][CH:2]=3)[CH2:8][O:9][C:10]=2[CH:23]=1)=[O:25]. The catalyst class is: 36.